This data is from Forward reaction prediction with 1.9M reactions from USPTO patents (1976-2016). The task is: Predict the product of the given reaction. (1) Given the reactants [Si:1]([O:8][CH2:9][C@@H:10]([O:14][Si:15]([C:28]([CH3:31])([CH3:30])[CH3:29])([C:22]1[CH:27]=[CH:26][CH:25]=[CH:24][CH:23]=1)[C:16]1[CH:21]=[CH:20][CH:19]=[CH:18][CH:17]=1)[CH2:11][CH2:12][NH2:13])([C:4]([CH3:7])([CH3:6])[CH3:5])([CH3:3])[CH3:2].C=O.[CH3:34][C:35]([CH3:37])=O, predict the reaction product. The product is: [Si:1]([O:8][CH2:9][C@@H:10]([O:14][Si:15]([C:28]([CH3:31])([CH3:30])[CH3:29])([C:16]1[CH:21]=[CH:20][CH:19]=[CH:18][CH:17]=1)[C:22]1[CH:23]=[CH:24][CH:25]=[CH:26][CH:27]=1)[CH2:11][CH2:12][NH:13][CH:35]([CH3:37])[CH3:34])([C:4]([CH3:6])([CH3:7])[CH3:5])([CH3:3])[CH3:2]. (2) Given the reactants [Cl:1][C:2]1[CH:7]=[C:6]([C:8]2[CH:13]=[N:12][CH:11]=[C:10]([CH3:14])[N:9]=2)[CH:5]=[CH:4][C:3]=1[C:15]1[C:26](=[O:27])[N:25]([CH2:28][CH2:29][N:30]2[CH2:35][CH2:34][N:33]([CH3:36])[CH2:32][CH2:31]2)[C:18]2[N:19]=[C:20]([S:23][CH3:24])[N:21]=[CH:22][C:17]=2[CH:16]=1.C1C=C(Cl)C=C(C(OO)=[O:45])C=1, predict the reaction product. The product is: [Cl:1][C:2]1[CH:7]=[C:6]([C:8]2[CH:13]=[N:12][CH:11]=[C:10]([CH3:14])[N:9]=2)[CH:5]=[CH:4][C:3]=1[C:15]1[C:26](=[O:27])[N:25]([CH2:28][CH2:29][N:30]2[CH2:31][CH2:32][N:33]([CH3:36])[CH2:34][CH2:35]2)[C:18]2[N:19]=[C:20]([S:23]([CH3:24])=[O:45])[N:21]=[CH:22][C:17]=2[CH:16]=1. (3) Given the reactants Br[CH2:2][C:3]1[N:7]([CH3:8])[N:6]([CH:9]2[CH2:14][CH2:13][CH2:12][CH2:11][CH2:10]2)[C:5](=[O:15])[C:4]=1[Cl:16].[CH3:17][C:18]1[CH:23]=[C:22]([CH3:24])[CH:21]=[CH:20][C:19]=1[N:25]1[CH2:30][CH2:29][NH:28][CH2:27][CH2:26]1.C(=O)([O-])[O-].[K+].[K+], predict the reaction product. The product is: [Cl:16][C:4]1[C:5](=[O:15])[N:6]([CH:9]2[CH2:14][CH2:13][CH2:12][CH2:11][CH2:10]2)[N:7]([CH3:8])[C:3]=1[CH2:2][N:28]1[CH2:29][CH2:30][N:25]([C:19]2[CH:20]=[CH:21][C:22]([CH3:24])=[CH:23][C:18]=2[CH3:17])[CH2:26][CH2:27]1. (4) Given the reactants [Cl:1][C:2]1[CH:7]=[CH:6][C:5]([CH2:8][C:9]([OH:11])=O)=[CH:4][CH:3]=1.F[P-](F)(F)(F)(F)F.CN(C(N(C)C)=[N+]1C2C(=NC=CC=2)[N+]([O-])=N1)C.[CH3:36][O:37][C:38]1[CH:43]=[CH:42][C:41]([C@H:44]2[CH2:49][CH2:48][C@H:47]([NH2:50])[CH2:46][CH2:45]2)=[CH:40][CH:39]=1.C(N(CC)C(C)C)(C)C, predict the reaction product. The product is: [Cl:1][C:2]1[CH:3]=[CH:4][C:5]([CH2:8][C:9]([NH:50][C@H:47]2[CH2:46][CH2:45][C@H:44]([C:41]3[CH:40]=[CH:39][C:38]([O:37][CH3:36])=[CH:43][CH:42]=3)[CH2:49][CH2:48]2)=[O:11])=[CH:6][CH:7]=1. (5) Given the reactants [F:1][C:2]1[CH:3]=[C:4]2[C:8](=[CH:9][CH:10]=1)[NH:7][C:6](=[O:11])[C:5]2=[N:12][N:13]=[CH:14][C:15]1[NH:19][C:18]([CH3:20])=[C:17]([C:21]([NH:23][CH2:24][CH2:25][CH2:26][CH2:27][CH2:28][C:29]([OH:31])=O)=[O:22])[C:16]=1[CH3:32].Cl.C(N=C=NCCCN(C)C)C.OC1C2N=NNC=2C=CC=1.C(N(CC)CC)C.[F:62][C:63]1[CH:68]=[CH:67][C:66]([NH2:69])=[C:65]([NH2:70])[CH:64]=1, predict the reaction product. The product is: [F:1][C:2]1[CH:3]=[C:4]2[C:8](=[CH:9][CH:10]=1)[NH:7][C:6](=[O:11])[C:5]2=[N:12][N:13]=[CH:14][C:15]1[NH:19][C:18]([CH3:20])=[C:17]([C:21]([NH:23][CH2:24][CH2:25][CH2:26][CH2:27][CH2:28][C:29]([NH:69][C:66]2[CH:67]=[CH:68][C:63]([F:62])=[CH:64][C:65]=2[NH2:70])=[O:31])=[O:22])[C:16]=1[CH3:32]. (6) Given the reactants [N:1]1[C:10]2[C:5](=[CH:6][CH:7]=[CH:8][CH:9]=2)[CH:4]=[C:3]([C:11]#[C:12][CH2:13][OH:14])[CH:2]=1.CC(OI1(OC(C)=O)(OC(C)=O)OC(=O)C2C=CC=CC1=2)=O, predict the reaction product. The product is: [N:1]1[C:10]2[C:5](=[CH:6][CH:7]=[CH:8][CH:9]=2)[CH:4]=[C:3]([C:11]#[C:12][CH:13]=[O:14])[CH:2]=1. (7) Given the reactants [CH:1]1([C:4]2[CH:9]=[C:8]([CH2:10][OH:11])[CH:7]=[C:6]([O:12][CH2:13][CH2:14][CH3:15])[C:5]=2[C:16]2[CH:21]=[CH:20][C:19]([F:22])=[CH:18][CH:17]=2)[CH2:3][CH2:2]1, predict the reaction product. The product is: [CH:1]1([C:4]2[CH:9]=[C:8]([CH:10]=[O:11])[CH:7]=[C:6]([O:12][CH2:13][CH2:14][CH3:15])[C:5]=2[C:16]2[CH:17]=[CH:18][C:19]([F:22])=[CH:20][CH:21]=2)[CH2:3][CH2:2]1. (8) Given the reactants [Cl:1][C:2]1[CH:3]=[C:4]([C:10]2[C:14]([C:15]([OH:17])=O)=[CH:13][O:12][N:11]=2)[CH:5]=[CH:6][C:7]=1[O:8][CH3:9].C(N(C(C)C)C(C)C)C.CN(C(ON1N=NC2C=CC=CC1=2)=[N+](C)C)C.[B-](F)(F)(F)F.[NH:49]1[CH2:53][CH2:52][CH:51]([C:54]2[CH:55]=[N:56][CH:57]=[CH:58][CH:59]=2)[CH2:50]1, predict the reaction product. The product is: [Cl:1][C:2]1[CH:3]=[C:4]([C:10]2[C:14]([C:15]([N:49]3[CH2:53][CH2:52][CH:51]([C:54]4[CH:55]=[N:56][CH:57]=[CH:58][CH:59]=4)[CH2:50]3)=[O:17])=[CH:13][O:12][N:11]=2)[CH:5]=[CH:6][C:7]=1[O:8][CH3:9].